This data is from Experimentally validated miRNA-target interactions with 360,000+ pairs, plus equal number of negative samples. The task is: Binary Classification. Given a miRNA mature sequence and a target amino acid sequence, predict their likelihood of interaction. (1) The miRNA is hsa-miR-328-5p with sequence GGGGGGGCAGGAGGGGCUCAGGG. The protein sequence of the target gene is MDERRGKERVQWTTTIIISSSLKSYEIATALENRSHKVRYSDTLESGSIVFSLSGVAFLLMDAKECMTSAEEIFVTKIEKFINIHQNSFLVLFAPLHGPEEWSLMFRIHQRFLGSNLRILPVHNTVNALDLMCTIAKTTSKPHIDSICYRMITTKAYIIEQSPVWRTLQKIKLSSDSVSADSGE. Result: 0 (no interaction). (2) The miRNA is hsa-miR-320c with sequence AAAAGCUGGGUUGAGAGGGU. The protein sequence of the target gene is MNKRYLQKATQGKLLIIIFIVTLWGKAVSSANHHKAHHVRTGTCEVVALHRCCNKNKIEERSQTVKCSCFPGQVAGTTRAAPSCVDASIVEQKWWCHMQPCLEGEECKVLPDRKGWSCSSGNKVKTTRVTH. Result: 0 (no interaction). (3) The miRNA is hsa-miR-8077 with sequence GGCUGAGUGGGGUUCUGACUCC. The protein sequence of the target gene is MLDPSSSEEESDEILEEERGKDVLGSAASGARLSPSRTSEGSAGSAGMGGSGAGAGVGAGGGGGSGASSGGGAGGLQPSSRAGGGRPSSPSPSVVSEKEKEELERLQKEEEERKKRLQLYVFVMRCIAYPFNAKQPTDMARRQQKISKQQLQTVKDRFQAFLNGETQIVADEAFMNAVQSYYEVFLKSDRVARMVQSGGCSANDSREVFKKHIEKRVRSLPEIDGLSKETVLSSWMAKFDAIYRGEEDPRKQQARMTASAASELILSKEQLYEMFQNILGIKKFEHQLLYNACQLDNPDE.... Result: 0 (no interaction).